From a dataset of Full USPTO retrosynthesis dataset with 1.9M reactions from patents (1976-2016). Predict the reactants needed to synthesize the given product. (1) Given the product [OH-:26].[NH4+:6].[Cl:1][C:2]1[CH:3]=[C:4]([CH:7]=[C:8]([Cl:28])[C:9]=1[N:10]1[CH:27]=[C:13]2[C:14]([NH:18][C:19]3[CH:24]=[C:23]([CH2:25][F:35])[N:22]=[CH:21][N:20]=3)=[N:15][CH:16]=[CH:17][C:12]2=[N:11]1)[C:5]#[N:6], predict the reactants needed to synthesize it. The reactants are: [Cl:1][C:2]1[CH:3]=[C:4]([CH:7]=[C:8]([Cl:28])[C:9]=1[N:10]1[CH:27]=[C:13]2[C:14]([NH:18][C:19]3[CH:24]=[C:23]([CH2:25][OH:26])[N:22]=[CH:21][N:20]=3)=[N:15][CH:16]=[CH:17][C:12]2=[N:11]1)[C:5]#[N:6].CCN(S(F)(F)[F:35])CC.C(#N)C. (2) The reactants are: [CH2:1]([C:5]1[CH:6]=[CH:7][C:8]([NH:11][CH:12]([CH3:14])[CH3:13])=[N:9][CH:10]=1)[CH2:2][C:3]#[CH:4].[Cl:15][C:16]1[CH:21]=[CH:20][C:19]([C:22]2[CH:23]=[CH:24][C:25](I)=[N:26][CH:27]=2)=[CH:18][CH:17]=1. Given the product [Cl:15][C:16]1[CH:17]=[CH:18][C:19]([C:22]2[CH:23]=[CH:24][C:25]([C:4]#[C:3][CH2:2][CH2:1][C:5]3[CH:6]=[CH:7][C:8]([NH:11][CH:12]([CH3:14])[CH3:13])=[N:9][CH:10]=3)=[N:26][CH:27]=2)=[CH:20][CH:21]=1, predict the reactants needed to synthesize it. (3) Given the product [Cl:19][C:20]1[CH:21]=[CH:22][C:23]([CH2:24][N:25]2[C:33]3[C:28](=[CH:29][CH:30]=[CH:31][CH:32]=3)[C:27]([CH2:17][C:16]([C:13]3[CH:14]=[CH:15][C:10]([F:9])=[CH:11][CH:12]=3)=[O:18])([OH:35])[C:26]2=[O:36])=[CH:37][CH:38]=1, predict the reactants needed to synthesize it. The reactants are: C(C1OC=CC=1)(=O)C.[F:9][C:10]1[CH:15]=[CH:14][C:13]([C:16](=[O:18])[CH3:17])=[CH:12][CH:11]=1.[Cl:19][C:20]1[CH:38]=[CH:37][C:23]([CH2:24][N:25]2[C:33]3[C:28](=[CH:29][C:30](F)=[CH:31][CH:32]=3)[C:27](=[O:35])[C:26]2=[O:36])=[CH:22][CH:21]=1.ClC1C=CC(CN2C3C(=CC=CC=3)C(=O)C2=O)=CC=1. (4) Given the product [F:26][C:23]1[CH:24]=[CH:25][C:20]([C:17]2[C:5]3=[N:6][CH:7]=[CH:8][C:9]([C:10]4[C:11]([OH:16])=[N:12][CH:13]=[N:14][CH:15]=4)=[C:4]3[O:19][N:18]=2)=[CH:21][CH:22]=1, predict the reactants needed to synthesize it. The reactants are: [H-].[Na+].F[C:4]1[C:5](/[C:17](/[C:20]2[CH:25]=[CH:24][C:23]([F:26])=[CH:22][CH:21]=2)=[N:18]\[OH:19])=[N:6][CH:7]=[CH:8][C:9]=1[C:10]1[C:11]([OH:16])=[N:12][CH:13]=[N:14][CH:15]=1. (5) Given the product [C:23]1([N:22]([C:16]2[CH:17]=[CH:18][CH:19]=[CH:20][CH:21]=2)[C:2]2[CH:7]=[CH:6][C:5]([C:8]([C:10]3[CH:15]=[CH:14][CH:13]=[CH:12][CH:11]=3)=[O:9])=[CH:4][CH:3]=2)[CH:24]=[CH:25][CH:26]=[CH:27][CH:28]=1, predict the reactants needed to synthesize it. The reactants are: Br[C:2]1[CH:7]=[CH:6][C:5]([C:8]([C:10]2[CH:15]=[CH:14][CH:13]=[CH:12][CH:11]=2)=[O:9])=[CH:4][CH:3]=1.[C:16]1([NH:22][C:23]2[CH:28]=[CH:27][CH:26]=[CH:25][CH:24]=2)[CH:21]=[CH:20][CH:19]=[CH:18][CH:17]=1.P(C(C)(C)C)(C(C)(C)C)C(C)(C)C. (6) The reactants are: Cl[C:2]1[C:14]2[C:13]3[C:8](=[CH:9][CH:10]=[CH:11][CH:12]=3)[C@@:7]([C:16]([F:19])([F:18])[F:17])([OH:15])[C:6]=2[CH:5]=[C:4]([O:20][CH2:21][CH2:22][CH2:23][C:24]([OH:27])([CH3:26])[CH3:25])[CH:3]=1.[CH3:28][C:29]([N:36]1[CH:40]=[C:39](B2OC(C)(C)C(C)(C)O2)[CH:38]=[N:37]1)([CH3:35])[C:30]([O:32][CH2:33][CH3:34])=[O:31].P([O-])([O-])([O-])=O.[K+].[K+].[K+].COC1C=CC=C(OC)C=1C1C=CC=CC=1P(C1CCCCC1)C1CCCCC1. Given the product [OH:15][C@@:7]1([C:16]([F:19])([F:17])[F:18])[C:6]2[CH:5]=[C:4]([O:20][CH2:21][CH2:22][CH2:23][C:24]([OH:27])([CH3:26])[CH3:25])[CH:3]=[C:2]([C:39]3[CH:38]=[N:37][N:36]([C:29]([CH3:28])([CH3:35])[C:30]([O:32][CH2:33][CH3:34])=[O:31])[CH:40]=3)[C:14]=2[C:13]2[C:8]1=[CH:9][CH:10]=[CH:11][CH:12]=2, predict the reactants needed to synthesize it. (7) Given the product [F:19][C:16]1[CH:17]=[CH:18][C:13]([CH2:12][N:2]2[CH2:3][C:4]3[C:9](=[CH:8][CH:7]=[CH:6][CH:5]=3)[C:1]2=[O:10])=[CH:14][CH:15]=1, predict the reactants needed to synthesize it. The reactants are: [C:1]1(=[O:10])[C:9]2[C:4](=[CH:5][CH:6]=[CH:7][CH:8]=2)[CH2:3][NH:2]1.Br[CH2:12][C:13]1[CH:18]=[CH:17][C:16]([F:19])=[CH:15][CH:14]=1.C([O-])([O-])=O.[Cs+].[Cs+].C1OCCOCCOCCOCCOCCOC1.